From a dataset of Experimentally validated miRNA-target interactions with 360,000+ pairs, plus equal number of negative samples. Binary Classification. Given a miRNA mature sequence and a target amino acid sequence, predict their likelihood of interaction. (1) The miRNA is mmu-miR-29b-1-5p with sequence GCUGGUUUCAUAUGGUGGUUUA. The protein sequence of the target gene is MERYKALEQLLTELDDFLKILDQENLSSTALVKKSCLAELLRLYTKSSSSDEEYIYMNKVTINKQQNAESQGKAPEEQGLLPNGEPSQHSSAPQKSLPDLPPPKMIPERKQLAIPKTESPEGYYEEAEPYDTSLNEDGEAVSSSYESYDEEDGSKGKSAPYQWPSPEAGIELMRDARICAFLWRKKWLGQWAKQLCVIKDNRLLCYKSSKDHSPQLDVNLLGSSVIHKEKQVRKKEHKLKITPMNADVIVLGLQSKDQAEQWLRVIQEVSGLPSEGASEGNQYTPDAQRFNCQKPDIAEK.... Result: 0 (no interaction). (2) The miRNA is cel-miR-252-5p with sequence AUAAGUAGUAGUGCCGCAGGUAA. The protein sequence of the target gene is MTNSSSTSTSTTTGGSLLLLCEEEESWAGRRIPVSLLYSGLAIGGTLANGMVIYLVSSFRKLQTTSNAFIVNGCAADLSVCALWMPQEAVLGLLPSGSAEPPGDWDGGGGSYRLLRGGLLGLGLTVSLLSHCLVALNRYLLITRAPATYQVLYQRRHTVGMLALSWALALGLVLLLPPWAPKPGAEPPQVHYPALLAAGALLAQTALLLHCYLGIVRRVRVSVKRVSVLNFHLLHQLPGCAAAAAAFPAAPHAPGPGGAAHPAQPQPLPAALQPRRAQRRLSGLSVLLLCCVFLLATQPL.... Result: 0 (no interaction). (3) The miRNA is hsa-miR-642a-5p with sequence GUCCCUCUCCAAAUGUGUCUUG. The protein sequence of the target gene is MSDEFSLADALPEQSSAKPPAVTNTKAGHSSQGWPGSSPWSNPSAPPAMPSGLPPSSAAPSTVPFGPVPTGMYPSMPPTGPPPGPPGPFPPPGPSCPPPGVPYPAPAVPGPGPTGPYATPNMPMPELPRPYGAPTDPAAAGSLGPWGPMSSGPWAPGIAGQHPNMPYRSPGPYPTVPPPVSGAPPVPWGTVPPGAWGPAAPYPGPAGSYPTPAPHPALNNPYQVPSGPAGAPPMPGGPHSYH. Result: 0 (no interaction). (4) The miRNA is mmu-miR-146a-5p with sequence UGAGAACUGAAUUCCAUGGGUU. The protein sequence of the target gene is MKSKKGLVAASGSDSEDEDSMDSPLDLSSSAASGKRRRRGNLPKESVQILRDWLYEHRYNAYPSEQEKALLSQQTHLSTLQVCNWFINARRRLLPDMLRKDGKDPNQFTISRRGAKISEASSIEAAMGIKNFMPTLEESPFHSCVVGPNPTLGRPVSPKPPSPGSILARPSVICHTTVTALKDGPFSLCQPIGVGQSTDVPQIAPSNFTDTSLVYPEDTCKSGPSPNPQSGLFNTPPPTPPDLNQDFSGFQLLVDVALKRAAEMELQAKLTA. Result: 1 (interaction). (5) The miRNA is hsa-miR-4529-3p with sequence AUUGGACUGCUGAUGGCCCGU. The protein sequence of the target gene is MMKEVLSTGQGNTEVIHTGTLQRYQSYHIGDFCFQEIEKEIHDIEFQCQEDERNGHEAPMTKIKKLTGSTDQHDHRHAGNKPIKDQLGSSFYSHLPELHIIQIKGKIGNQFEKSTSDAPSVSTSQRISPRPQIHISNNYGNNSPNSSLLPQKQEVYMREKSFQCNESGKAFNCSSLLRKHQIPHLGDKQYKCDVCGKLFNHKQYLTCHCRCHTGEKPYKCNECGKSFSQVSSLTCHRRLHTAVKSHKCNECGKIFGQNSALVIHKAIHTGEKPYKCNECDKAFNQQSNLARHRRIHTGEK.... Result: 0 (no interaction). (6) The miRNA is hsa-miR-5708 with sequence AUGAGCGACUGUGCCUGACC. The protein sequence of the target gene is MDLTVTHITHKETYKEPRDDDDDKQVVAEIMARSFIPTLITTIPWEGFHFAGHEIQITEGKDCYGAFVWPSALVLCYFLETHAKQYNMVDKNVIEIGAGTGLVSIVASLLGARVIATDLPELLGNLQYNISRNTKMKCKHLPQVKELSWGVALDRNFPRSSNNFDYILAADVVYAHPFLEELLMTFDHLCKETTIILWAMRFRLEKENKFVDKFKELFDLEEISSFPSLNIKLYKAMKKNRRSA. Result: 0 (no interaction). (7) The miRNA is hsa-miR-4676-3p with sequence CACUGUUUCACCACUGGCUCUU. The protein sequence of the target gene is MQKIVQTDEITNTQAFRKGKRKRTETMDSENANSDMDKGQRDPYSGNAFLPGESSSEDEEPLAELSKEELCAKIKSLKEKLTNTRKENSRLRQSLVMLQVLPQAVTQFEELVGMAEALLKGGGTMSTSASTLWRATNNSSPDSFASTCSNSNSNSSSPVSLKPEEEHQTDEKQFQIEKWQIARCNKSKPQKFINDLMQVLYTNEYMATHSLTGAKSSTSRDKAVKPAMNQNEVQEIIGVTKQLFPNTDDVSIRRMIGQKLNNCTKKPNLSKNLNSQDIK. Result: 1 (interaction). (8) The miRNA is hsa-miR-6777-3p with sequence UCCACUCUCCUGGCCCCCAG. The protein sequence of the target gene is MALKVLPLHRTVLFAAILFLLHLACKVSCETGDCRQQEFKDRSGNCVLCKQCGPGMELSKECGFGYGEDAQCVPCRPHRFKEDWGFQKCKPCADCALVNRFQRANCSHTSDAVCGDCLPGFYRKTKLVGFQDMECVPCGDPPPPYEPHCTSKVNLVKISSTVSSPRDTALAAVICSALATVLLALLILCVIYCKRQFMEKKPSWSLRSQDIQYNGSELSCFDQPRLRHCAHRACCQYHRDSAPMYGPVHLIPSLCCEEARSSARAVLGCGLRSPTTLQERNPASVGDTMPAFFGSVSRSI.... Result: 0 (no interaction). (9) The miRNA is mmu-miR-190a-5p with sequence UGAUAUGUUUGAUAUAUUAGGU. The protein sequence of the target gene is MVDYHAANQAYQYGPNSGGGNGAGGGGSMGDYMAQEDDWDRDLLLDPAWEKQQRKTFTAWCNSHLRKAGTQIENIDEDFRDGLKLMLLLEVISGERLPKPERGKMRVHKINNVNKALDFIASKGVKLVSIGAEEIVDGNAKMTLGMIWTIILRFAIQDISVEETSAKEGLLLWCQRKTAPYKNVNVQNFHISWKDGLAFNALIHRHRPELIEYDKLRKDDPVTNLNNAFEVAEKYLDIPKMLDAEDIVNTARPDEKAIMTYVSSFYHAFSGAQKAETAANRICKVLAVNQENEHLMEDYE.... Result: 1 (interaction). (10) The miRNA is hsa-miR-374b-5p with sequence AUAUAAUACAACCUGCUAAGUG. The protein sequence of the target gene is MNWRFVELLYFLFVWGRISVQPSRQEPAGTDQHVSKEFDWLISDRGPFHHSRSYLSFVERHRQGFTTRYKIYREFARWKVRNTAIERRDLVRHPVPLMPEFQRSIRLLGRRPTTQQFIDTIIKKYGTHLLISATLGGEEALTMYMDKSRLDRKSGNATQSVEALHQLASSYFVDRDGTMRRLHEIQISTGAIKVTETRTGPLGCNSYDNLDSVSSVLLQSTESKLHLQGLQIIFPQYLQEKFVQSALSYIMCNGEGEYVCQNSQCRCQCAEEFPQCNCPITDIQIMEFTLANMAKAWTEA.... Result: 0 (no interaction).